Dataset: Full USPTO retrosynthesis dataset with 1.9M reactions from patents (1976-2016). Task: Predict the reactants needed to synthesize the given product. (1) Given the product [C:1]1([O:11][CH2:13][C:14]([O:16][CH2:17][CH3:18])=[O:15])[C:10]2[C:5](=[CH:6][CH:7]=[CH:8][CH:9]=2)[CH:4]=[CH:3][CH:2]=1, predict the reactants needed to synthesize it. The reactants are: [C:1]1([OH:11])[C:10]2[C:5](=[CH:6][CH:7]=[CH:8][CH:9]=2)[CH:4]=[CH:3][CH:2]=1.Br[CH2:13][C:14]([O:16][CH2:17][CH3:18])=[O:15].C([O-])([O-])=O.[K+].[K+]. (2) Given the product [Cl:12][CH2:13][CH2:14][CH2:15][N:1]1[C:5]2[CH:6]=[CH:7][CH:8]=[CH:9][C:4]=2[N:3]=[N:2]1, predict the reactants needed to synthesize it. The reactants are: [NH:1]1[C:5]2[CH:6]=[CH:7][CH:8]=[CH:9][C:4]=2[N:3]=[N:2]1.[OH-].[Na+].[Cl:12][CH2:13][CH2:14][CH2:15]Br. (3) The reactants are: [CH3:1][CH:2]([CH3:17])[CH2:3][N:4]1[C:16]2[C:15]3[N:14]=[CH:13][CH:12]=[CH:11][C:10]=3[N:9]=[CH:8][C:7]=2[N:6]=[CH:5]1.ClC1C=C(C=CC=1)C(OO)=[O:23]. Given the product [CH3:1][CH:2]([CH3:17])[CH2:3][N:4]1[C:16]2[C:15]3[N:14]=[CH:13][CH:12]=[CH:11][C:10]=3[N+:9]([O-:23])=[CH:8][C:7]=2[N:6]=[CH:5]1, predict the reactants needed to synthesize it. (4) Given the product [OH:28][CH:26]([CH3:27])[CH2:24][C:23]([C:18]1[C:17]2([CH2:22][CH2:21][CH2:20][CH:19]=1)[CH2:13][CH2:14][CH2:15][CH2:16]2)=[O:25], predict the reactants needed to synthesize it. The reactants are: C(NC(C)C)(C)C.C([Li])CCC.[CH2:13]1[C:17]2([CH2:22][CH2:21][CH2:20][CH:19]=[C:18]2[C:23](=[O:25])[CH3:24])[CH2:16][CH2:15][CH2:14]1.[CH:26](=[O:28])[CH3:27].[NH4+].[Cl-]. (5) Given the product [F:34][C:21]([F:20])([F:33])[O:22][C:23]1[CH:24]=[C:25]([S:29]([N:9]2[CH2:10][CH2:11][C:6]3([C:2](=[O:12])[NH:3][CH2:4][CH2:5]3)[CH2:7][CH2:8]2)(=[O:31])=[O:30])[CH:26]=[CH:27][CH:28]=1, predict the reactants needed to synthesize it. The reactants are: Cl.[C:2]1(=[O:12])[C:6]2([CH2:11][CH2:10][NH:9][CH2:8][CH2:7]2)[CH2:5][CH2:4][NH:3]1.C(N(CC)CC)C.[F:20][C:21]([F:34])([F:33])[O:22][C:23]1[CH:24]=[C:25]([S:29](Cl)(=[O:31])=[O:30])[CH:26]=[CH:27][CH:28]=1. (6) Given the product [CH:16]([O:19][C:20]1[CH:25]=[CH:24][C:23]([S:26]([CH3:29])(=[O:28])=[O:27])=[CH:22][C:21]=1[NH:30][C:31]([NH:13][C:9]1[C:8]2[N:4]([CH2:3][C:2]([F:1])([F:14])[F:15])[CH:5]=[N:6][C:7]=2[CH:12]=[CH:11][CH:10]=1)=[S:32])([CH3:18])[CH3:17], predict the reactants needed to synthesize it. The reactants are: [F:1][C:2]([F:15])([F:14])[CH2:3][N:4]1[C:8]2[C:9]([NH2:13])=[CH:10][CH:11]=[CH:12][C:7]=2[N:6]=[CH:5]1.[CH:16]([O:19][C:20]1[CH:25]=[CH:24][C:23]([S:26]([CH3:29])(=[O:28])=[O:27])=[CH:22][C:21]=1[N:30]=[C:31]=[S:32])([CH3:18])[CH3:17].CC1N(C)C2C(NC(=S)NC3C=C(S(N)(=O)=O)C=CC=3OC(C)C)=CC=CC=2N=1. (7) Given the product [CH3:27][C:15]1([N:12]2[CH2:13][CH2:14][CH:9]([N:8]3[C:3]4[CH:4]=[CH:5][CH:6]=[CH:7][C:2]=4[NH:1][C:35]3=[O:36])[CH2:10][CH2:11]2)[CH2:19][CH2:18][N:17]([C:20]([O:22][C:23]([CH3:26])([CH3:25])[CH3:24])=[O:21])[CH2:16]1, predict the reactants needed to synthesize it. The reactants are: [NH2:1][C:2]1[CH:7]=[CH:6][CH:5]=[CH:4][C:3]=1[NH:8][CH:9]1[CH2:14][CH2:13][N:12]([C:15]2([CH3:27])[CH2:19][CH2:18][N:17]([C:20]([O:22][C:23]([CH3:26])([CH3:25])[CH3:24])=[O:21])[CH2:16]2)[CH2:11][CH2:10]1.C(N(CC)CC)C.[C:35](=O)(OC(Cl)(Cl)Cl)[O:36]C(Cl)(Cl)Cl.